This data is from NCI-60 drug combinations with 297,098 pairs across 59 cell lines. The task is: Regression. Given two drug SMILES strings and cell line genomic features, predict the synergy score measuring deviation from expected non-interaction effect. (1) Drug 1: CCC1(CC2CC(C3=C(CCN(C2)C1)C4=CC=CC=C4N3)(C5=C(C=C6C(=C5)C78CCN9C7C(C=CC9)(C(C(C8N6C=O)(C(=O)OC)O)OC(=O)C)CC)OC)C(=O)OC)O.OS(=O)(=O)O. Drug 2: CCCCCOC(=O)NC1=NC(=O)N(C=C1F)C2C(C(C(O2)C)O)O. Cell line: UACC-257. Synergy scores: CSS=18.7, Synergy_ZIP=-1.56, Synergy_Bliss=5.11, Synergy_Loewe=-5.28, Synergy_HSA=6.03. (2) Drug 1: N.N.Cl[Pt+2]Cl. Drug 2: CC1C(C(CC(O1)OC2CC(CC3=C2C(=C4C(=C3O)C(=O)C5=C(C4=O)C(=CC=C5)OC)O)(C(=O)CO)O)N)O.Cl. Cell line: UACC62. Synergy scores: CSS=50.4, Synergy_ZIP=-2.80, Synergy_Bliss=-3.22, Synergy_Loewe=-10.9, Synergy_HSA=-1.44. (3) Drug 1: CC1C(C(CC(O1)OC2CC(CC3=C2C(=C4C(=C3O)C(=O)C5=C(C4=O)C(=CC=C5)OC)O)(C(=O)CO)O)N)O.Cl. Drug 2: CCCCC(=O)OCC(=O)C1(CC(C2=C(C1)C(=C3C(=C2O)C(=O)C4=C(C3=O)C=CC=C4OC)O)OC5CC(C(C(O5)C)O)NC(=O)C(F)(F)F)O. Cell line: CCRF-CEM. Synergy scores: CSS=72.2, Synergy_ZIP=0.150, Synergy_Bliss=0.194, Synergy_Loewe=-3.49, Synergy_HSA=1.54. (4) Drug 1: CCCS(=O)(=O)NC1=C(C(=C(C=C1)F)C(=O)C2=CNC3=C2C=C(C=N3)C4=CC=C(C=C4)Cl)F. Drug 2: C1=CC(=C2C(=C1NCCNCCO)C(=O)C3=C(C=CC(=C3C2=O)O)O)NCCNCCO. Cell line: RPMI-8226. Synergy scores: CSS=53.0, Synergy_ZIP=9.08, Synergy_Bliss=13.4, Synergy_Loewe=-7.81, Synergy_HSA=10.6. (5) Drug 1: CN(C)N=NC1=C(NC=N1)C(=O)N. Drug 2: B(C(CC(C)C)NC(=O)C(CC1=CC=CC=C1)NC(=O)C2=NC=CN=C2)(O)O. Cell line: IGROV1. Synergy scores: CSS=11.0, Synergy_ZIP=-5.15, Synergy_Bliss=1.35, Synergy_Loewe=2.06, Synergy_HSA=1.69.